This data is from Full USPTO retrosynthesis dataset with 1.9M reactions from patents (1976-2016). The task is: Predict the reactants needed to synthesize the given product. (1) Given the product [C:27]([NH:31][C:17](=[O:18])[C:16]1[CH:20]=[CH:21][CH:22]=[C:14]([CH2:13][N:9]2[C:10]3[C:6](=[CH:5][C:4]([N+:1]([O-:3])=[O:2])=[CH:12][CH:11]=3)[CH:7]=[N:8]2)[CH:15]=1)([CH3:30])([CH3:29])[CH3:28], predict the reactants needed to synthesize it. The reactants are: [N+:1]([C:4]1[CH:5]=[C:6]2[C:10](=[CH:11][CH:12]=1)[N:9]([CH2:13][C:14]1[CH:15]=[C:16]([CH:20]=[CH:21][CH:22]=1)[C:17](O)=[O:18])[N:8]=[CH:7]2)([O-:3])=[O:2].S(Cl)(Cl)=O.[C:27]([NH2:31])([CH3:30])([CH3:29])[CH3:28].C(N(CC)CC)C. (2) Given the product [CH:26]1([N:23]2[C:24]3[C:19](=[CH:18][C:17]([F:33])=[C:16]([O:7][CH2:6][CH2:5][OH:8])[CH:25]=3)[C:20](=[O:32])[C:21]([C:29]([OH:31])=[O:30])=[CH:22]2)[CH2:27][CH2:28]1, predict the reactants needed to synthesize it. The reactants are: CS(C)=O.[CH2:5]([OH:8])[CH2:6][OH:7].CC([O-])(C)C.[K+].Cl[C:16]1[CH:25]=[C:24]2[C:19]([C:20](=[O:32])[C:21]([C:29]([OH:31])=[O:30])=[CH:22][N:23]2[CH:26]2[CH2:28][CH2:27]2)=[CH:18][C:17]=1[F:33].